From a dataset of Catalyst prediction with 721,799 reactions and 888 catalyst types from USPTO. Predict which catalyst facilitates the given reaction. (1) The catalyst class is: 9. Product: [CH2:17]([O:19][CH2:20][CH2:21][N:6]1[C:5]([C:3]([O:2][CH3:1])=[O:4])=[C:9]([N+:10]([O-:12])=[O:11])[C:8]([C:13]([O:15][CH3:16])=[O:14])=[N:7]1)[CH3:18]. Reactant: [CH3:1][O:2][C:3]([C:5]1[C:9]([N+:10]([O-:12])=[O:11])=[C:8]([C:13]([O:15][CH3:16])=[O:14])[NH:7][N:6]=1)=[O:4].[CH2:17]([O:19][CH2:20][CH2:21]Br)[CH3:18].C(=O)([O-])[O-].[K+].[K+]. (2) Product: [F:20][C:17]1[CH:18]=[CH:19][C:14]([O:13][NH:12][C:4]2[N:5]=[C:6]([NH:8][CH2:9][CH2:10][CH3:11])[N:7]=[C:2]([NH:24][CH2:21][C:22]#[CH:23])[N:3]=2)=[CH:15][CH:16]=1. The catalyst class is: 12. Reactant: Cl[C:2]1[N:7]=[C:6]([NH:8][CH2:9][CH2:10][CH3:11])[N:5]=[C:4]([NH:12][O:13][C:14]2[CH:19]=[CH:18][C:17]([F:20])=[CH:16][CH:15]=2)[N:3]=1.[CH2:21]([NH2:24])[C:22]#[CH:23].O.